From a dataset of Reaction yield outcomes from USPTO patents with 853,638 reactions. Predict the reaction yield, written as a fraction of the theoretical maximum amount of product (1.0 means a 100% yield; for example, 0.34 means a 34% yield). (1) The product is [N:13]([C@@H:10]([CH2:11][OH:12])[C@@H:8]([OH:9])[C@H:6]([OH:7])[CH:4]=[O:5])=[N+:14]=[N-:15]. The yield is 0.620. The reactants are C([C:4]([C@H:6]([C@@H:8]([C@@H:10]([N:13]=[N+:14]=[N-:15])[CH2:11][OH:12])[OH:9])[OH:7])=[O:5])C=C.O. The catalyst is CO.[Pd](Cl)Cl. (2) The yield is 0.960. The reactants are Br[CH2:2][C:3]1[CH:4]=[C:5]([C:10]2[N:14]=[C:13]([C:15]3[S:16][CH:17]=[CH:18][C:19]=3[Cl:20])[O:12][N:11]=2)[CH:6]=[CH:7][C:8]=1[Cl:9].[NH:21]1[CH2:25][CH2:24][CH2:23][CH2:22]1.CCN(CC)CC. The catalyst is ClCCl. The product is [Cl:9][C:8]1[CH:7]=[CH:6][C:5]([C:10]2[N:14]=[C:13]([C:15]3[S:16][CH:17]=[CH:18][C:19]=3[Cl:20])[O:12][N:11]=2)=[CH:4][C:3]=1[CH2:2][N:21]1[CH2:25][CH2:24][CH2:23][CH2:22]1. (3) The reactants are Cl.[NH2:2][C@@H:3]1[CH2:12][CH2:11][CH2:10][C:9]2[C:8]([C:13]3[N:17]=[C:16]([C:18]4[CH:19]=[CH:20][C:21]([O:26][CH:27]([CH3:29])[CH3:28])=[C:22]([CH:25]=4)[C:23]#[N:24])[O:15][N:14]=3)=[CH:7][CH:6]=[CH:5][C:4]1=2.[CH3:30][S:31](Cl)(=[O:33])=[O:32]. The catalyst is C(Cl)Cl. The product is [C:23]([C:22]1[CH:25]=[C:18]([C:16]2[O:15][N:14]=[C:13]([C:8]3[CH:7]=[CH:6][CH:5]=[C:4]4[C:9]=3[CH2:10][CH2:11][CH2:12][C@H:3]4[NH:2][S:31]([CH3:30])(=[O:33])=[O:32])[N:17]=2)[CH:19]=[CH:20][C:21]=1[O:26][CH:27]([CH3:29])[CH3:28])#[N:24]. The yield is 0.580. (4) The reactants are [Cl:1][C:2]1[C:3]([C:16]2[C:24]3[C:19](=[CH:20][CH:21]=[CH:22][CH:23]=3)[N:18]([S:25]([C:28]3[CH:33]=[CH:32][CH:31]=[CH:30][CH:29]=3)(=[O:27])=[O:26])[CH:17]=2)=[N:4][C:5]([NH:8][C@@H:9]2[CH2:14][CH2:13][CH2:12][C@H:11]([NH2:15])[CH2:10]2)=[N:6][CH:7]=1.Cl.[NH2:35][C:36]1[CH:44]=[CH:43][C:39]([C:40](O)=[O:41])=[CH:38][C:37]=1[F:45].CN(C(ON1N=NC2C=CC=CC1=2)=[N+](C)C)C.F[P-](F)(F)(F)(F)F.CCN(C(C)C)C(C)C. The catalyst is CN(C=O)C.CC1OCCC1.C([O-])(O)=O.[Na+]. The product is [NH2:35][C:36]1[CH:44]=[CH:43][C:39]([C:40]([NH:15][C@H:11]2[CH2:12][CH2:13][CH2:14][C@@H:9]([NH:8][C:5]3[N:4]=[C:3]([C:16]4[C:24]5[C:19](=[CH:20][CH:21]=[CH:22][CH:23]=5)[N:18]([S:25]([C:28]5[CH:33]=[CH:32][CH:31]=[CH:30][CH:29]=5)(=[O:27])=[O:26])[CH:17]=4)[C:2]([Cl:1])=[CH:7][N:6]=3)[CH2:10]2)=[O:41])=[CH:38][C:37]=1[F:45]. The yield is 0.990. (5) The product is [OH:22][C:19]([C:16]1[CH:17]=[CH:18][C:13]([C:12]([NH:11][C:4]2[CH:3]=[C:2]([N:26]3[CH2:27][CH2:28][CH2:29][CH:25]3[CH3:24])[N:7]3[N:8]=[CH:9][CH:10]=[C:6]3[N:5]=2)=[O:23])=[CH:14][CH:15]=1)([CH3:21])[CH3:20]. The yield is 0.590. The reactants are Cl[C:2]1[N:7]2[N:8]=[CH:9][CH:10]=[C:6]2[N:5]=[C:4]([NH:11][C:12](=[O:23])[C:13]2[CH:18]=[CH:17][C:16]([C:19]([OH:22])([CH3:21])[CH3:20])=[CH:15][CH:14]=2)[CH:3]=1.[CH3:24][CH:25]1[CH2:29][CH2:28][CH2:27][NH:26]1. The catalyst is CN1C(=O)CCC1.CS(C)=O.CO. (6) The yield is 0.670. The reactants are FC(F)(F)C(O)=O.[NH2:8][C:9]1[CH:33]=[CH:32][C:12]([O:13][C:14]2[CH:19]=[CH:18][N:17]=[C:16]([N:20](CC)[CH2:21][C:22]3C=CC(OC)=CC=3)[CH:15]=2)=[CH:11][C:10]=1[F:34].Cl.O. The catalyst is C(Cl)Cl. The product is [NH2:8][C:9]1[CH:33]=[CH:32][C:12]([O:13][C:14]2[CH:19]=[CH:18][N:17]=[C:16]([NH:20][CH2:21][CH3:22])[CH:15]=2)=[CH:11][C:10]=1[F:34].